From a dataset of Reaction yield outcomes from USPTO patents with 853,638 reactions. Predict the reaction yield, written as a fraction of the theoretical maximum amount of product (1.0 means a 100% yield; for example, 0.34 means a 34% yield). (1) The reactants are [F:1][C:2]1[CH:7]=[C:6]([S:8]([CH3:11])(=[O:10])=[O:9])[CH:5]=[CH:4][C:3]=1[NH:12][NH2:13].C[O-].[Na+].C(O[CH:20]=[C:21]([C:24]#[N:25])[C:22]#[N:23])C. The catalyst is CO. The product is [NH2:25][C:24]1[N:12]([C:3]2[CH:4]=[CH:5][C:6]([S:8]([CH3:11])(=[O:10])=[O:9])=[CH:7][C:2]=2[F:1])[N:13]=[CH:20][C:21]=1[C:22]#[N:23]. The yield is 0.875. (2) The yield is 0.720. No catalyst specified. The product is [CH3:17][N:19]([CH3:20])[CH2:3][CH:4]1[C:16]2[NH:15][C:14]3[C:9](=[CH:10][CH:11]=[CH:12][CH:13]=3)[C:8]=2[CH2:7][CH2:6][NH:5]1.[ClH:2].[CH3:4][NH:5][CH3:6]. The reactants are Cl.[Cl:2][CH2:3][C:4]1[C:16]2[NH:15][C:14]3[C:9](=[CH:10][CH:11]=[CH:12][CH:13]=3)[C:8]=2[CH2:7][CH2:6][N:5]=1.[CH2:17]([N:19](CC)[CH2:20]C)C. (3) The reactants are Cl[S:2]([CH:5]1[CH2:10][CH2:9][N:8]([C:11]([O:13][CH2:14][C:15]2[CH:20]=[CH:19][CH:18]=[CH:17][CH:16]=2)=[O:12])[CH2:7][CH2:6]1)(=[O:4])=[O:3].[CH3:21][NH:22][CH3:23]. The catalyst is C1COCC1. The product is [CH3:21][N:22]([CH3:23])[S:2]([CH:5]1[CH2:10][CH2:9][N:8]([C:11]([O:13][CH2:14][C:15]2[CH:20]=[CH:19][CH:18]=[CH:17][CH:16]=2)=[O:12])[CH2:7][CH2:6]1)(=[O:4])=[O:3]. The yield is 0.890. (4) The reactants are [CH3:1][C:2]1[N:6](C(C2C=CC=CC=2)(C2C=CC=CC=2)C2C=CC=CC=2)[N:5]=[C:4]([C:26]2[CH:31]=[CH:30][CH:29]=[C:28]([CH3:32])[N:27]=2)[C:3]=1[C:33]1[CH:38]=[CH:37][N:36]=[C:35]([C:39]2[CH:46]=[CH:45][C:42]([CH:43]=O)=[CH:41][CH:40]=2)[CH:34]=1.[NH:47]1[CH2:52][CH2:51][O:50][CH2:49][CH2:48]1. No catalyst specified. The product is [CH3:1][C:2]1[NH:6][N:5]=[C:4]([C:26]2[CH:31]=[CH:30][CH:29]=[C:28]([CH3:32])[N:27]=2)[C:3]=1[C:33]1[CH:38]=[CH:37][N:36]=[C:35]([C:39]2[CH:40]=[CH:41][C:42]([CH2:43][N:47]3[CH2:52][CH2:51][O:50][CH2:49][CH2:48]3)=[CH:45][CH:46]=2)[CH:34]=1. The yield is 0.261. (5) The reactants are [CH3:1][C:2]1[O:3][C:4]([C:10]2[CH:15]=[CH:14][CH:13]=[CH:12][CH:11]=2)=[CH:5][C:6]=1[C:7](Cl)=[O:8].[F:16][C:17]([F:30])([F:29])[C:18]1[CH:19]=[C:20]([NH2:28])[CH:21]=[C:22]([C:24]([F:27])([F:26])[F:25])[CH:23]=1.C(N(CC)C(C)C)(C)C.Cl.C([O-])(O)=O.[Na+]. The catalyst is ClCCl. The product is [F:16][C:17]([F:29])([F:30])[C:18]1[CH:19]=[C:20]([NH:28][C:7]([C:6]2[CH:5]=[C:4]([C:10]3[CH:15]=[CH:14][CH:13]=[CH:12][CH:11]=3)[O:3][C:2]=2[CH3:1])=[O:8])[CH:21]=[C:22]([C:24]([F:25])([F:27])[F:26])[CH:23]=1. The yield is 0.820. (6) The reactants are [Br:1][C:2]1[CH:7]=[CH:6][C:5](F)=[C:4]([N+:9]([O-:11])=[O:10])[CH:3]=1.[NH2:12][CH2:13][CH2:14][OH:15]. The catalyst is C(O)CCC. The product is [Br:1][C:2]1[CH:7]=[CH:6][C:5]([NH:12][CH2:13][CH2:14][OH:15])=[C:4]([N+:9]([O-:11])=[O:10])[CH:3]=1. The yield is 0.980. (7) The reactants are [CH3:1][O:2][C:3](=[O:28])[CH2:4][CH2:5][CH2:6][CH2:7][CH2:8][O:9][C:10]1[CH:15]=[CH:14][C:13]([NH:16][C:17](=[O:27])[CH2:18][O:19]CC2C=CC=CC=2)=[CH:12][CH:11]=1. The catalyst is CO.[Pd]. The product is [CH3:1][O:2][C:3](=[O:28])[CH2:4][CH2:5][CH2:6][CH2:7][CH2:8][O:9][C:10]1[CH:11]=[CH:12][C:13]([NH:16][C:17](=[O:27])[CH2:18][OH:19])=[CH:14][CH:15]=1. The yield is 0.653.